Dataset: Reaction yield outcomes from USPTO patents with 853,638 reactions. Task: Predict the reaction yield, written as a fraction of the theoretical maximum amount of product (1.0 means a 100% yield; for example, 0.34 means a 34% yield). (1) The reactants are Br[C:2]1[CH:7]=[CH:6][C:5]([C:8](=[O:17])[CH2:9][C:10]([CH3:16])([CH3:15])[C:11]([O:13][CH3:14])=[O:12])=[CH:4][CH:3]=1.B1(B2OC(C)(C)C(C)(C)O2)OC(C)(C)C(C)(C)O1.C([O-])(=O)C.[K+].Cl[C:42]1[CH:43]=[CH:44][C:45]([N+:50]([O-:52])=[O:51])=[C:46]([O:48][CH3:49])[CH:47]=1.C(=O)([O-])[O-].[Cs+].[Cs+]. The catalyst is CN(C)C=O.C([O-])(=O)C.[Pd+2].C([O-])(=O)C.O. The product is [CH3:49][O:48][C:46]1[CH:47]=[C:42]([C:2]2[CH:7]=[CH:6][C:5]([C:8](=[O:17])[CH2:9][C:10]([CH3:16])([CH3:15])[C:11]([O:13][CH3:14])=[O:12])=[CH:4][CH:3]=2)[CH:43]=[CH:44][C:45]=1[N+:50]([O-:52])=[O:51]. The yield is 0.480. (2) The reactants are Cl[C:2]1[N:7]=[C:6]([CH2:8][CH2:9][C:10]2[CH:15]=[CH:14][CH:13]=[CH:12][C:11]=2[C:16]2([C:19]([NH2:21])=[O:20])[CH2:18][CH2:17]2)[C:5]([Cl:22])=[CH:4][N:3]=1.[NH2:23][C:24]1[CH:25]=[N:26][N:27]([CH3:29])[CH:28]=1.C1(C)C=CC(S(O)(=O)=O)=CC=1. The catalyst is O1CCOCC1. The product is [Cl:22][C:5]1[C:6]([CH2:8][CH2:9][C:10]2[CH:15]=[CH:14][CH:13]=[CH:12][C:11]=2[C:16]2([C:19]([NH2:21])=[O:20])[CH2:18][CH2:17]2)=[N:7][C:2]([NH:23][C:24]2[CH:25]=[N:26][N:27]([CH3:29])[CH:28]=2)=[N:3][CH:4]=1. The yield is 0.560. (3) The reactants are [Cl-].O[NH3+:3].[C:4](=[O:7])([O-])[OH:5].[Na+].CS(C)=O.[OH:13][CH2:14][C:15]([CH3:50])([CH3:49])[O:16][C:17]1[CH:22]=[CH:21][C:20]([N:23]2[C:28](=[O:29])[C:27]([CH2:30][C:31]3[CH:36]=[CH:35][C:34]([C:37]4[C:38]([C:43]#[N:44])=[CH:39][CH:40]=[CH:41][CH:42]=4)=[CH:33][CH:32]=3)=[C:26]([CH2:45][CH2:46][CH3:47])[N:25]=[C:24]2[CH3:48])=[CH:19][CH:18]=1. The catalyst is O.C(OCC)(=O)C. The product is [OH:13][CH2:14][C:15]([CH3:49])([CH3:50])[O:16][C:17]1[CH:22]=[CH:21][C:20]([N:23]2[C:28](=[O:29])[C:27]([CH2:30][C:31]3[CH:36]=[CH:35][C:34]([C:37]4[CH:42]=[CH:41][CH:40]=[CH:39][C:38]=4[C:43]4[NH:3][C:4](=[O:7])[O:5][N:44]=4)=[CH:33][CH:32]=3)=[C:26]([CH2:45][CH2:46][CH3:47])[N:25]=[C:24]2[CH3:48])=[CH:19][CH:18]=1. The yield is 0.260. (4) The reactants are C([O:3][C:4](=[O:21])[CH:5]([C:12]1[CH:17]=[CH:16][C:15]([N+:18]([O-:20])=[O:19])=[CH:14][CH:13]=1)[CH2:6][CH:7]1[CH2:11][CH2:10][CH2:9][CH2:8]1)C.[OH-].[Li+]. The catalyst is O1CCCC1.O. The product is [CH:7]1([CH2:6][CH:5]([C:12]2[CH:17]=[CH:16][C:15]([N+:18]([O-:20])=[O:19])=[CH:14][CH:13]=2)[C:4]([OH:21])=[O:3])[CH2:11][CH2:10][CH2:9][CH2:8]1. The yield is 0.936.